From a dataset of Forward reaction prediction with 1.9M reactions from USPTO patents (1976-2016). Predict the product of the given reaction. Given the reactants C([O:3][C:4]([C:6]1[C:7]([CH3:18])=[N:8][C:9]([C:12]2[CH:17]=[CH:16][CH:15]=[CH:14][N:13]=2)=[N:10][CH:11]=1)=[O:5])C.[Li+].[OH-].C1COCC1.CO, predict the reaction product. The product is: [CH3:18][C:7]1[C:6]([C:4]([OH:5])=[O:3])=[CH:11][N:10]=[C:9]([C:12]2[CH:17]=[CH:16][CH:15]=[CH:14][N:13]=2)[N:8]=1.